Dataset: Catalyst prediction with 721,799 reactions and 888 catalyst types from USPTO. Task: Predict which catalyst facilitates the given reaction. (1) Reactant: [C:1]1([CH2:7][CH2:8][CH2:9][NH2:10])[CH:6]=[CH:5][CH:4]=[CH:3][CH:2]=1.C(N(CC)CC)C.[C:18](Cl)(Cl)=[S:19].[CH3:22][N:23]([CH3:37])[C:24]1([C:31]2[CH:36]=[CH:35][CH:34]=[CH:33][CH:32]=2)[CH2:29][CH2:28][CH:27]([NH2:30])[CH2:26][CH2:25]1. Product: [CH3:22][N:23]([CH3:37])[C:24]1([C:31]2[CH:36]=[CH:35][CH:34]=[CH:33][CH:32]=2)[CH2:29][CH2:28][CH:27]([NH:30][C:18]([NH:10][CH2:9][CH2:8][CH2:7][C:1]2[CH:6]=[CH:5][CH:4]=[CH:3][CH:2]=2)=[S:19])[CH2:26][CH2:25]1. The catalyst class is: 22. (2) The catalyst class is: 1. Product: [Br:11][C:12]1[CH:19]=[CH:18][CH:17]=[CH:16][C:13]=1[CH:14]([C:5]1[CH:6]=[CH:7][CH:8]=[C:3]([O:2][CH3:1])[CH:4]=1)[OH:15]. Reactant: [CH3:1][O:2][C:3]1[CH:4]=[C:5]([Mg]Br)[CH:6]=[CH:7][CH:8]=1.[Br:11][C:12]1[CH:19]=[CH:18][CH:17]=[CH:16][C:13]=1[CH:14]=[O:15].[NH4+].[Cl-]. (3) Reactant: [CH3:1][S:2]([C:5]1[CH:23]=[CH:22][C:8]([O:9][CH2:10][C:11]2[C:20]3[C:15](=[CH:16][CH:17]=[CH:18][CH:19]=3)[N:14]=[C:13]([CH3:21])[CH:12]=2)=[CH:7][CH:6]=1)(=[O:4])=[O:3].C([N-]C(C)C)(C)C.[Li+].[CH3:32][C:33]1[CH:38]=[CH:37][C:36]([C:39](=[O:41])[CH3:40])=[CH:35][CH:34]=1. Product: [CH3:21][C:13]1[CH:12]=[C:11]([CH2:10][O:9][C:8]2[CH:7]=[CH:6][C:5]([S:2]([CH2:1][C:39]([C:36]3[CH:37]=[CH:38][C:33]([CH3:32])=[CH:34][CH:35]=3)([OH:41])[CH3:40])(=[O:4])=[O:3])=[CH:23][CH:22]=2)[C:20]2[C:15](=[CH:16][CH:17]=[CH:18][CH:19]=2)[N:14]=1. The catalyst class is: 334. (4) Reactant: [CH2:1]([O:3][CH2:4][CH2:5][CH2:6][NH:7][C:8](=[O:38])[CH:9]([NH:14][C:15]1[CH:20]=[C:19](Cl)[N:18]=[C:17]([N:22]2[CH:26]=[C:25]([C:27]3[CH:32]=[CH:31][CH:30]=[C:29](OC(F)(F)F)[CH:28]=3)[N:24]=[CH:23]2)[N:16]=1)[CH2:10][CH:11]([CH3:13])[CH3:12])[CH3:2].[F:39][C:40]([F:46])([F:45])[CH2:41][CH2:42][CH2:43][OH:44].[H-].[Na+].[OH2:49]. Product: [CH2:1]([O:3][CH2:4][CH2:5][CH2:6][NH:7][C:8](=[O:38])[CH:9]([NH:14][C:15]1[CH:20]=[C:19]([O:44][CH2:43][CH2:42][CH2:41][C:40]([F:46])([F:45])[F:39])[N:18]=[C:17]([N:22]2[CH:26]=[C:25]([C:27]3[CH:28]=[CH:29][C:30]([O:49][C:40]([F:46])([F:45])[F:39])=[CH:31][CH:32]=3)[N:24]=[CH:23]2)[N:16]=1)[CH2:10][CH:11]([CH3:12])[CH3:13])[CH3:2]. The catalyst class is: 16.